This data is from Full USPTO retrosynthesis dataset with 1.9M reactions from patents (1976-2016). The task is: Predict the reactants needed to synthesize the given product. (1) Given the product [C:1]([O:5][C:6](=[O:14])[C:7]1[CH:12]=[CH:11][C:10]([N:25]2[CH2:26][CH2:27][CH:22]([NH2:21])[CH2:23][CH2:24]2)=[CH:9][CH:8]=1)([CH3:4])([CH3:3])[CH3:2], predict the reactants needed to synthesize it. The reactants are: [C:1]([O:5][C:6](=[O:14])[C:7]1[CH:12]=[CH:11][C:10](F)=[CH:9][CH:8]=1)([CH3:4])([CH3:3])[CH3:2].C(=O)([O-])[O-].[K+].[K+].[NH2:21][CH:22]1[CH2:27][CH2:26][NH:25][CH2:24][CH2:23]1.O. (2) Given the product [Cl:1][C:2]1[C:3]2[C:17]([I:18])=[CH:16][N:15]([C@@H:19]3[O:34][C@H:33]([CH2:35][OH:36])[C@@H:22]([OH:23])[C@@:20]3([CH3:46])[OH:21])[C:4]=2[N:5]=[C:6]([NH:8][C:9](=[O:14])[C:10]([CH3:12])([CH3:13])[CH3:11])[N:7]=1, predict the reactants needed to synthesize it. The reactants are: [Cl:1][C:2]1[C:3]2[C:17]([I:18])=[CH:16][N:15]([C@@H:19]3[O:34][C@H:33]([CH2:35][O:36]CC4C=CC(Cl)=CC=4Cl)[C@@H:22]([O:23]CC4C=CC(Cl)=CC=4Cl)[C@@:20]3([CH3:46])[OH:21])[C:4]=2[N:5]=[C:6]([NH:8][C:9](=[O:14])[C:10]([CH3:13])([CH3:12])[CH3:11])[N:7]=1.B(Cl)(Cl)Cl. (3) Given the product [NH:11]1[CH2:12][CH2:13][CH:14]([NH:17][C:18](=[O:19])[NH:20][CH2:21][CH2:22][NH:23][C:24]([C:26]2[N:34]=[C:33]3[C:29]([N:30]=[CH:31][N:32]3[C@@H:35]3[CH2:39][C@H:38]([NH:40][C:41](=[O:44])[CH2:42][CH3:43])[CH:37]([OH:45])[CH:36]3[OH:46])=[C:28]([NH:47][CH2:48][CH:49]([C:50]3[CH:51]=[CH:52][CH:53]=[CH:54][CH:55]=3)[C:56]3[CH:57]=[CH:58][CH:59]=[CH:60][CH:61]=3)[N:27]=2)=[O:25])[CH2:15][CH2:16]1, predict the reactants needed to synthesize it. The reactants are: C(OC([N:11]1[CH2:16][CH2:15][CH:14]([NH:17][C:18]([NH:20][CH2:21][CH2:22][NH:23][C:24]([C:26]2[N:34]=[C:33]3[C:29]([N:30]=[CH:31][N:32]3[C@@H:35]3[CH2:39][C@H:38]([NH:40][C:41](=[O:44])[CH2:42][CH3:43])[C@@H:37]([OH:45])[C@H:36]3[OH:46])=[C:28]([NH:47][CH2:48][CH:49]([C:56]3[CH:61]=[CH:60][CH:59]=[CH:58][CH:57]=3)[C:50]3[CH:55]=[CH:54][CH:53]=[CH:52][CH:51]=3)[N:27]=2)=[O:25])=[O:19])[CH2:13][CH2:12]1)=O)C1C=CC=CC=1. (4) Given the product [O:18]=[C:9]1[CH2:8][O:7][C:6]2[CH:19]=[C:2]([NH:1][C:26]([C:22]3[S:21][CH:25]=[CH:24][CH:23]=3)=[NH:27])[CH:3]=[CH:4][C:5]=2[N:10]1[CH2:11][CH2:12][N:13]1[CH2:14][CH2:15][CH2:16][CH2:17]1, predict the reactants needed to synthesize it. The reactants are: [NH2:1][C:2]1[CH:3]=[CH:4][C:5]2[N:10]([CH2:11][CH2:12][N:13]3[CH2:17][CH2:16][CH2:15][CH2:14]3)[C:9](=[O:18])[CH2:8][O:7][C:6]=2[CH:19]=1.I.[S:21]1[CH:25]=[CH:24][CH:23]=[C:22]1[C:26](SC)=[NH:27].